This data is from Forward reaction prediction with 1.9M reactions from USPTO patents (1976-2016). The task is: Predict the product of the given reaction. (1) Given the reactants [CH2:1]([O:3][C:4]1[CH:5]=[CH:6][C:7]2[N:8]([N:10]=[C:11]([C:13]3[CH:30]=[CH:29][C:16]([O:17][CH2:18][C@@H:19]([NH:21][C:22](=[O:28])[O:23][C:24]([CH3:27])([CH3:26])[CH3:25])[CH3:20])=[CH:15][CH:14]=3)[CH:12]=2)[CH:9]=1)[CH3:2].[F:31][B-](F)(F)F.F[B-](F)(F)F.F[N+]1C=CC=CC=1C1C=CC=C[N+]=1F.C(=O)([O-])O.[Na+], predict the reaction product. The product is: [CH2:1]([O:3][C:4]1[CH:5]=[CH:6][C:7]2[N:8]([N:10]=[C:11]([C:13]3[CH:30]=[CH:29][C:16]([O:17][CH2:18][C@@H:19]([NH:21][C:22](=[O:28])[O:23][C:24]([CH3:25])([CH3:27])[CH3:26])[CH3:20])=[CH:15][CH:14]=3)[C:12]=2[F:31])[CH:9]=1)[CH3:2]. (2) Given the reactants [CH3:1][C:2]1([CH3:11])[C@H:7]2[CH2:8][C@@H:3]1[CH2:4][CH2:5][C@@H:6]2[CH2:9][OH:10].[H-].[Na+].[F:14][C:15]1[CH:22]=[CH:21][CH:20]=[C:19](F)[C:16]=1[C:17]#[N:18], predict the reaction product. The product is: [F:14][C:15]1[CH:22]=[CH:21][C:20]([O:10][CH2:9][C@H:6]2[CH2:5][CH2:4][C@H:3]3[CH2:8][C@@H:7]2[C:2]3([CH3:11])[CH3:1])=[CH:19][C:16]=1[C:17]#[N:18]. (3) Given the reactants Br[C:2]1[CH:27]=[CH:26][C:5]2[N:6]([C:9]3[S:13][C:12]([C:14]([O:16][CH3:17])=O)=[C:11](O[Si](C(C)(C)C)(C)C)[CH:10]=3)[CH:7]=[N:8][C:4]=2[CH:3]=1.[CH3:28][N:29]1[CH:33]=[C:32](B2OC(C)(C)C(C)(C)O2)[CH:31]=[N:30]1.[C:43]([O-:46])([O-])=O.[K+].[K+].[C:49](O)(=O)[CH3:50].[OH2:53], predict the reaction product. The product is: [CH3:28][N:29]1[CH:33]=[C:32]([C:2]2[CH:27]=[CH:26][C:5]3[N:6]([C:9]4[S:13][C:12]([C:14]([O:16][CH3:17])=[O:53])=[C:11]([O:46][CH2:43][C:50]5[CH:49]=[CH:4][CH:3]=[CH:2][CH:27]=5)[CH:10]=4)[CH:7]=[N:8][C:4]=3[CH:3]=2)[CH:31]=[N:30]1.